From a dataset of Rat liver microsome stability data. Regression/Classification. Given a drug SMILES string, predict its absorption, distribution, metabolism, or excretion properties. Task type varies by dataset: regression for continuous measurements (e.g., permeability, clearance, half-life) or binary classification for categorical outcomes (e.g., BBB penetration, CYP inhibition). Dataset: rlm. (1) The molecule is O=C(N[C@@H](c1ccccc1F)C1CC1)c1ccc2[nH]nc(-c3ccc(N4C5CCC4COC5)cc3)c2c1. The result is 0 (unstable in rat liver microsomes). (2) The molecule is Cc1nc(-c2cc3cc(Oc4ccccc4)cc(Cl)c3[nH]2)sc1C(=O)O. The result is 0 (unstable in rat liver microsomes). (3) The result is 1 (stable in rat liver microsomes). The molecule is O=C(c1cc(-c2ccc(Cl)cc2)[nH]n1)N1CCN(c2ccccc2OCc2cccc(F)c2)CC1. (4) The molecule is N#Cc1ccc(F)cc1Cn1c(N2CCC[C@@H](N)C2)nc2c(F)cnc-2c1O. The result is 0 (unstable in rat liver microsomes). (5) The compound is O=C1Nc2cc(Cl)ccc2C1=Cc1cc(Cl)c(O)c(Cl)c1. The result is 0 (unstable in rat liver microsomes). (6) The molecule is C[C@H](NS(=O)(=O)c1ccc(-c2sc(C(=O)NCC(C)(C)O)nc2C(=O)N2CCCC[C@@H]2C)c(Cl)c1Cl)C(F)(F)F. The result is 0 (unstable in rat liver microsomes).